From a dataset of Full USPTO retrosynthesis dataset with 1.9M reactions from patents (1976-2016). Predict the reactants needed to synthesize the given product. (1) Given the product [CH:1]([C:3]1[CH:8]=[CH:7][C:6]([C:13]2[CH:14]=[CH:15][C:16]([C:19]3[CH:20]=[CH:21][N:22]=[CH:23][CH:24]=3)=[CH:17][CH:18]=2)=[CH:5][CH:4]=1)=[CH2:2], predict the reactants needed to synthesize it. The reactants are: [CH:1]([C:3]1[CH:8]=[CH:7][C:6](B(O)O)=[CH:5][CH:4]=1)=[CH2:2].Cl[C:13]1[CH:18]=[CH:17][C:16]([C:19]2[CH:24]=[CH:23][N:22]=[CH:21][CH:20]=2)=[CH:15][CH:14]=1.F[K].C(P)(C)(C)C.P(C(C)(C)C)(C(C)(C)C)C(C)(C)C. (2) Given the product [CH3:1][O:2][C:3]1[CH:8]=[CH:7][CH:6]=[CH:5][C:4]=1[CH:9]1[CH2:14][CH2:13][CH2:12][CH2:11][CH:10]1[CH2:15][C:16]([OH:20])=[O:17], predict the reactants needed to synthesize it. The reactants are: [CH3:1][O:2][C:3]1[CH:8]=[CH:7][CH:6]=[CH:5][C:4]=1[CH:9]1[CH2:14][CH2:13][CH2:12][CH2:11][CH:10]1[CH2:15][CH:16]=[O:17].CC(C)=[O:20].OS(O)(=O)=O.O=[Cr](=O)=O.